This data is from NCI-60 drug combinations with 297,098 pairs across 59 cell lines. The task is: Regression. Given two drug SMILES strings and cell line genomic features, predict the synergy score measuring deviation from expected non-interaction effect. (1) Drug 1: C1CC(=O)NC(=O)C1N2C(=O)C3=CC=CC=C3C2=O. Drug 2: CC1C(C(CC(O1)OC2CC(CC3=C2C(=C4C(=C3O)C(=O)C5=C(C4=O)C(=CC=C5)OC)O)(C(=O)CO)O)N)O.Cl. Cell line: NCI/ADR-RES. Synergy scores: CSS=11.0, Synergy_ZIP=-3.92, Synergy_Bliss=1.49, Synergy_Loewe=-9.24, Synergy_HSA=0.192. (2) Drug 1: CC1C(C(CC(O1)OC2CC(CC3=C2C(=C4C(=C3O)C(=O)C5=C(C4=O)C(=CC=C5)OC)O)(C(=O)C)O)N)O.Cl. Drug 2: C1C(C(OC1N2C=NC3=C(N=C(N=C32)Cl)N)CO)O. Cell line: NCI-H226. Synergy scores: CSS=2.92, Synergy_ZIP=-1.75, Synergy_Bliss=1.27, Synergy_Loewe=-0.701, Synergy_HSA=-0.355.